From a dataset of Reaction yield outcomes from USPTO patents with 853,638 reactions. Predict the reaction yield, written as a fraction of the theoretical maximum amount of product (1.0 means a 100% yield; for example, 0.34 means a 34% yield). (1) The reactants are Cl.[CH:2]12[CH2:11][CH:6]3[CH2:7][CH:8]([CH2:10][CH:4]([CH2:5]3)[CH:3]1[NH2:12])[CH2:9]2.CCN(C(C)C)C(C)C.C1N=CN([C:27](N2C=NC=C2)=[O:28])C=1.[NH:34]1[CH2:39][CH2:38][C:37]2([C:47]3[C:42](=[CH:43][CH:44]=[CH:45][CH:46]=3)[N:41]([C:48]([O:50][C:51]([CH3:54])([CH3:53])[CH3:52])=[O:49])[CH2:40]2)[CH2:36][CH2:35]1. The catalyst is C(Cl)Cl. The product is [CH:2]12[CH2:11][CH:6]3[CH2:7][CH:8]([CH2:10][CH:4]([CH2:5]3)[CH:3]1[NH:12][C:27]([N:34]1[CH2:35][CH2:36][C:37]3([C:47]4[C:42](=[CH:43][CH:44]=[CH:45][CH:46]=4)[N:41]([C:48]([O:50][C:51]([CH3:54])([CH3:53])[CH3:52])=[O:49])[CH2:40]3)[CH2:38][CH2:39]1)=[O:28])[CH2:9]2. The yield is 0.250. (2) The reactants are [F:1][C:2]([F:36])([F:35])[C:3]1[CH:4]=[C:5]([C:13]([CH3:34])([CH3:33])[C:14]([N:16]([C:18]2[CH:19]=[N:20][C:21](Cl)=[CH:22][C:23]=2[C:24]2[CH:29]=[CH:28][C:27]([F:30])=[CH:26][C:25]=2[CH3:31])[CH3:17])=[O:15])[CH:6]=[C:7]([C:9]([F:12])([F:11])[F:10])[CH:8]=1.[S:37]1[CH2:41][CH2:40][NH:39][CH2:38]1. The catalyst is [OH-].[Na+]. The product is [F:1][C:2]([F:36])([F:35])[C:3]1[CH:4]=[C:5]([C:13]([CH3:34])([CH3:33])[C:14]([N:16]([C:18]2[CH:19]=[N:20][C:21]([N:39]3[CH2:40][CH2:41][S:37][CH2:38]3)=[CH:22][C:23]=2[C:24]2[CH:29]=[CH:28][C:27]([F:30])=[CH:26][C:25]=2[CH3:31])[CH3:17])=[O:15])[CH:6]=[C:7]([C:9]([F:12])([F:11])[F:10])[CH:8]=1. The yield is 0.120. (3) The reactants are [OH:1][C@@H:2]1[CH2:7][CH2:6][CH2:5][CH2:4][C@H:3]1[NH:8][C:9]1[S:10][C:11]2[CH:17]=[C:16]([CH2:18][N:19]3[C:23]4=[N:24][CH:25]=[C:26]([C:28](OC)=[O:29])[CH:27]=[C:22]4[N:21]=[CH:20]3)[CH:15]=[CH:14][C:12]=2[N:13]=1.[H-].C([Al+]CC(C)C)C(C)C.Cl. The catalyst is C(Cl)Cl. The product is [OH:29][CH2:28][C:26]1[CH:27]=[C:22]2[N:21]=[CH:20][N:19]([CH2:18][C:16]3[CH:15]=[CH:14][C:12]4[N:13]=[C:9]([NH:8][C@@H:3]5[CH2:4][CH2:5][CH2:6][CH2:7][C@H:2]5[OH:1])[S:10][C:11]=4[CH:17]=3)[C:23]2=[N:24][CH:25]=1. The yield is 0.280. (4) The reactants are [F:1][C:2]1[CH:3]=[CH:4][CH:5]=[C:6]2[C:10]=1[N:9]([Si:11]([CH:18]([CH3:20])[CH3:19])([CH:15]([CH3:17])[CH3:16])[CH:12]([CH3:14])[CH3:13])[CH:8]=[CH:7]2.C([Li])(CC)C.C(O[B:30]1[O:34][C:33]([CH3:36])([CH3:35])[C:32]([CH3:38])([CH3:37])[O:31]1)(C)C. The catalyst is C1COCC1. The product is [F:1][C:2]1[C:3]([B:30]2[O:34][C:33]([CH3:36])([CH3:35])[C:32]([CH3:38])([CH3:37])[O:31]2)=[CH:4][CH:5]=[C:6]2[C:10]=1[N:9]([Si:11]([CH:15]([CH3:17])[CH3:16])([CH:18]([CH3:20])[CH3:19])[CH:12]([CH3:13])[CH3:14])[CH:8]=[CH:7]2. The yield is 0.730.